From a dataset of Reaction yield outcomes from USPTO patents with 853,638 reactions. Predict the reaction yield, written as a fraction of the theoretical maximum amount of product (1.0 means a 100% yield; for example, 0.34 means a 34% yield). (1) The reactants are [N:1]1[C:9]2[C:4](=[N:5][CH:6]=[C:7]([CH2:10]O)[CH:8]=2)[S:3][N:2]=1.C(N(CC)CC)C.CS([Cl:23])(=O)=O.[NH2:24][CH:25]1[CH2:30][CH2:29][N:28]([CH2:31][C@H:32]2[C:36]3=[C:37]([F:45])[CH:38]=[N:39][C:40]4[CH:41]=[CH:42][C:43](=[O:44])[N:34]([C:35]=43)[CH2:33]2)[CH2:27][CH2:26]1.C(OC(=O)NC1CCNCC1O)(C)(C)C.C(=O)([O-])[O-].[K+].[K+]. The catalyst is C1COCC1.CO.ClCCl.CN(C=O)C. The product is [ClH:23].[ClH:23].[F:45][C:37]1[CH:38]=[N:39][C:40]2[CH:41]=[CH:42][C:43](=[O:44])[N:34]3[CH2:33][C@@H:32]([CH2:31][N:28]4[CH2:27][CH2:26][CH:25]([NH:24][CH2:10][C:7]5[CH:8]=[C:9]6[N:1]=[N:2][S:3][C:4]6=[N:5][CH:6]=5)[CH2:30][CH2:29]4)[C:36]=1[C:35]=23. The yield is 0.270. (2) The reactants are [F:1][C:2]1[CH:3]=[C:4]([NH:8][CH2:9][CH3:10])[CH:5]=[CH:6][CH:7]=1.[S:11]1[CH2:17][C:15](=[O:16])[NH:14][C:12]1=S.CCN(C(C)C)C(C)C. The catalyst is C(#N)C. The product is [F:1][C:2]1[CH:3]=[C:4]([N:8]([CH2:9][CH3:10])[C:12]2[S:11][CH2:17][C:15](=[O:16])[N:14]=2)[CH:5]=[CH:6][CH:7]=1. The yield is 0.766. (3) The reactants are [Br:1][C:2]1[CH:7]=[CH:6][CH:5]=[C:4]([CH2:8]Cl)[N:3]=1.[CH3:10][O:11][C:12](=[O:24])[CH2:13][CH2:14][CH:15]1[CH2:20][CH2:19][N:18]([C:21](=[S:23])[NH2:22])[CH2:17][CH2:16]1.[CH3:25]OC(OC)N(C)C.C(N(CC)CC)C. The catalyst is C(O)C. The product is [CH3:10][O:11][C:12](=[O:24])[CH2:13][CH2:14][CH:15]1[CH2:20][CH2:19][N:18]([C:21]2[S:23][C:8]([C:4]3[CH:5]=[CH:6][CH:7]=[C:2]([Br:1])[N:3]=3)=[CH:25][N:22]=2)[CH2:17][CH2:16]1. The yield is 0.200. (4) The reactants are [CH2:1]1[O:11][C:10]2[CH:9]=[CH:8][C:5]([CH2:6][NH2:7])=[CH:4][C:3]=2[O:2]1.[C:12](OC(=O)C)(=[O:14])[CH3:13].[OH-].[Na+]. The catalyst is C(O)(=O)C. The product is [O:11]1[C:10]2[CH:9]=[CH:8][C:5]([CH2:6][NH:7][C:12](=[O:14])[CH3:13])=[CH:4][C:3]=2[O:2][CH2:1]1. The yield is 0.770. (5) No catalyst specified. The yield is 0.770. The product is [F:1][C:2]1[CH:7]=[CH:6][CH:5]=[C:4]([CH:8]([O:10][C:17]2[CH:18]=[CH:19][C:14]([N+:11]([O-:13])=[O:12])=[CH:15][CH:16]=2)[CH3:9])[CH:3]=1. The reactants are [F:1][C:2]1[CH:3]=[C:4]([CH:8]([OH:10])[CH3:9])[CH:5]=[CH:6][CH:7]=1.[N+:11]([C:14]1[CH:19]=[CH:18][C:17](O)=[CH:16][CH:15]=1)([O-:13])=[O:12].